Dataset: Peptide-MHC class I binding affinity with 185,985 pairs from IEDB/IMGT. Task: Regression. Given a peptide amino acid sequence and an MHC pseudo amino acid sequence, predict their binding affinity value. This is MHC class I binding data. (1) The peptide sequence is ASKTINALVY. The MHC is HLA-A68:01 with pseudo-sequence HLA-A68:01. The binding affinity (normalized) is 0.0166. (2) The peptide sequence is FLGKIWPSYK. The MHC is HLA-B35:03 with pseudo-sequence HLA-B35:03. The binding affinity (normalized) is 0. (3) The peptide sequence is GSVGFNIDY. The MHC is HLA-A23:01 with pseudo-sequence HLA-A23:01. The binding affinity (normalized) is 0.